The task is: Predict the reactants needed to synthesize the given product.. This data is from Full USPTO retrosynthesis dataset with 1.9M reactions from patents (1976-2016). (1) Given the product [F:24][C:20]1[CH:19]=[C:18]([CH:23]=[CH:22][CH:21]=1)[CH2:17][N:14]1[C:15]([CH3:16])=[C:11]([C:10]2[C:4]3[C:5](=[N:6][CH:7]=[C:2]([C:44]4[CH:45]=[CH:46][C:47]([C:50]5[CH:51]=[CH:52][N:53]=[CH:54][CH:55]=5)=[CH:48][CH:49]=4)[CH:3]=3)[N:8]([S:26]([C:29]3[CH:30]=[CH:31][C:32]([CH3:33])=[CH:34][CH:35]=3)(=[O:28])=[O:27])[CH:9]=2)[C:12]([CH3:25])=[N:13]1, predict the reactants needed to synthesize it. The reactants are: Br[C:2]1[CH:3]=[C:4]2[C:10]([C:11]3[C:12]([CH3:25])=[N:13][N:14]([CH2:17][C:18]4[CH:23]=[CH:22][CH:21]=[C:20]([F:24])[CH:19]=4)[C:15]=3[CH3:16])=[CH:9][N:8]([S:26]([C:29]3[CH:35]=[CH:34][C:32]([CH3:33])=[CH:31][CH:30]=3)(=[O:28])=[O:27])[C:5]2=[N:6][CH:7]=1.CC1(C)C(C)(C)OB([C:44]2[CH:49]=[CH:48][C:47]([C:50]3[CH:55]=[CH:54][N:53]=[CH:52][CH:51]=3)=[CH:46][CH:45]=2)O1.C(=O)([O-])[O-].[Na+].[Na+]. (2) Given the product [OH:28]/[CH:27]=[C:17]1/[CH2:18][C:8]2([C:21]3[CH:22]=[CH:23][CH:24]=[CH:25][CH:26]=3)[C:7]3[N:6]=[C:5]([CH3:4])[N:14]=[CH:13][C:12]=3[CH2:11][CH2:10][CH:9]2[CH:15]([CH3:20])[C:16]/1=[O:19], predict the reactants needed to synthesize it. The reactants are: C[O-].[Na+].[CH3:4][C:5]1[N:14]=[CH:13][C:12]2[CH2:11][CH2:10][CH:9]3[CH:15]([CH3:20])[C:16](=[O:19])[CH2:17][CH2:18][C:8]3([C:21]3[CH:26]=[CH:25][CH:24]=[CH:23][CH:22]=3)[C:7]=2[N:6]=1.[CH:27](OCC)=[O:28]. (3) Given the product [O:43]1[CH:42]=[CH:41][C:40]([C:16]2[CH:17]=[C:18]3[C:23](=[CH:24][CH:25]=2)[CH:22]=[N:21][CH2:20]/[C:19]/3=[CH:30]\[NH:6][CH2:5][C:4]2[CH:7]=[C:8]([O:12][CH3:13])[C:9]([O:10][CH3:11])=[C:2]([OH:1])[CH:3]=2)=[CH:44]1, predict the reactants needed to synthesize it. The reactants are: [OH:1][C:2]1[CH:3]=[C:4]([CH:7]=[C:8]([O:12][CH3:13])[C:9]=1[O:10][CH3:11])[CH2:5][NH2:6].CO[C:16]1[CH:17]=[C:18]2[C:23](=[CH:24][C:25]=1OC)[C:22](=O)[NH:21][C:20](=O)/[C:19]/2=[CH:30]/OC.Cl.OC1C=C([CH:40]=[CH:41][C:42]=1[O:43][CH3:44])CN.Cl.CON. (4) Given the product [C:8]([C:2]1([OH:1])[CH2:5][CH:4]([C:6]#[N:7])[CH2:3]1)#[CH:9], predict the reactants needed to synthesize it. The reactants are: [OH:1][C:2]1([C:8]#[C:9][Si](C)(C)C)[CH2:5][CH:4]([C:6]#[N:7])[CH2:3]1.CCCC[N+](CCCC)(CCCC)CCCC.[F-].[Cl-].[NH4+]. (5) Given the product [CH3:9][O:8][C:6](=[O:7])[C:5]1[CH:10]=[CH:11][C:2](/[CH:1]=[CH:24]/[C:14]2[C:15]([C:18]3[CH:23]=[CH:22][CH:21]=[CH:20][CH:19]=3)=[N:16][O:17][C:13]=2[CH3:12])=[N:3][CH:4]=1, predict the reactants needed to synthesize it. The reactants are: [CH3:1][C:2]1[CH:11]=[CH:10][C:5]([C:6]([O:8][CH3:9])=[O:7])=[CH:4][N:3]=1.[CH3:12][C:13]1[O:17][N:16]=[C:15]([C:18]2[CH:23]=[CH:22][CH:21]=[CH:20][CH:19]=2)[C:14]=1[CH:24]=O. (6) Given the product [C:6]1([OH:1])[C:7]2[C:12](=[CH:11][CH:10]=[CH:9][CH:8]=2)[CH:13]=[CH:4][CH:5]=1, predict the reactants needed to synthesize it. The reactants are: [O:1]=O.C[C:4]1[C:5](C)=[C:6](C=O)[C:7]2[C:12]([CH:13]=1)=[CH:11][CH:10]=[CH:9][CH:8]=2. (7) Given the product [O:2]([CH2:9][C:10]1[CH:15]=[CH:14][CH:13]=[CH:12][C:11]=1[C:16]1[S:20][C:19]([NH2:21])=[N:18][CH:17]=1)[C:3]1[CH:8]=[CH:7][CH:6]=[CH:5][CH:4]=1, predict the reactants needed to synthesize it. The reactants are: Cl.[O:2]([CH2:9][C:10]1[CH:15]=[CH:14][CH:13]=[CH:12][C:11]=1[C:16]1[S:20][C:19]([N:21]=C(C2C=CC=CC=2)C2C=CC=CC=2)=[N:18][CH:17]=1)[C:3]1[CH:8]=[CH:7][CH:6]=[CH:5][CH:4]=1. (8) Given the product [CH3:1][C:2]1[CH:11]=[C:10]([O:12][CH2:23][CH2:22][CH2:21][Br:20])[C:9]2[C:4](=[CH:5][CH:6]=[CH:7][CH:8]=2)[N:3]=1, predict the reactants needed to synthesize it. The reactants are: [CH3:1][C:2]1[CH:11]=[C:10]([OH:12])[C:9]2[C:4](=[CH:5][CH:6]=[CH:7][CH:8]=2)[N:3]=1.NC1C=CC=CC=1.[Br:20][CH2:21][CH2:22][CH2:23]Br.C(=O)([O-])[O-].[K+].[K+]. (9) The reactants are: [CH3:1][C:2]1[CH:7]=[C:6]([N+:8]([O-:10])=[O:9])[CH:5]=[CH:4][C:3]=1[N:11]=[C:12]=[S:13].[CH2:14]([CH:16]([CH2:19][CH3:20])[CH2:17][NH2:18])[CH3:15].Cl[CH:22]([CH:26]([CH3:28])[CH3:27])[C:23](O)=[O:24]. Given the product [CH3:1][C:2]1[CH:7]=[C:6]([N+:8]([O-:10])=[O:9])[CH:5]=[CH:4][C:3]=1[N:11]=[C:12]1[N:18]([CH2:17][CH:16]([CH2:19][CH3:20])[CH2:14][CH3:15])[C:23](=[O:24])[CH:22]([CH:26]([CH3:28])[CH3:27])[S:13]1, predict the reactants needed to synthesize it.